The task is: Predict the product of the given reaction.. This data is from Forward reaction prediction with 1.9M reactions from USPTO patents (1976-2016). (1) The product is: [Cl:1][C:2]1[CH:3]=[CH:4][C:5]([C:8]2[CH:13]=[C:12]([CH:14]3[CH2:16][CH2:15]3)[N:11]3[N:17]=[CH:18][C:19]([C:20]4[O:22][N:36]=[C:25]([C:26]5[CH:27]=[CH:28][C:29]([S:32]([NH2:33])(=[O:34])=[O:35])=[CH:30][CH:31]=5)[N:24]=4)=[C:10]3[N:9]=2)=[CH:6][CH:7]=1. Given the reactants [Cl:1][C:2]1[CH:7]=[CH:6][C:5]([C:8]2[CH:13]=[C:12]([CH:14]3[CH2:16][CH2:15]3)[N:11]3[N:17]=[CH:18][C:19]([C:20]([OH:22])=O)=[C:10]3[N:9]=2)=[CH:4][CH:3]=1.O[NH:24][C:25](=[NH:36])[C:26]1[CH:31]=[CH:30][C:29]([S:32](=[O:35])(=[O:34])[NH2:33])=[CH:28][CH:27]=1, predict the reaction product. (2) The product is: [CH3:1][O:2][C:3]1[CH:28]=[C:27]([O:29][CH3:30])[CH:26]=[CH:25][C:4]=1[CH2:5][N:6]([C:19]1[CH:24]=[CH:23][N:22]=[CH:21][N:20]=1)[S:7]([C:10]1[CH:15]=[C:14]([F:16])[C:13]([O:43][C@H:39]2[CH2:40][CH2:41][CH2:42][C@@H:38]2[C:37]2[N:33]([CH2:31][CH3:32])[N:34]=[CH:35][CH:36]=2)=[CH:12][C:11]=1[F:18])(=[O:8])=[O:9]. Given the reactants [CH3:1][O:2][C:3]1[CH:28]=[C:27]([O:29][CH3:30])[CH:26]=[CH:25][C:4]=1[CH2:5][N:6]([C:19]1[CH:24]=[CH:23][N:22]=[CH:21][N:20]=1)[S:7]([C:10]1[CH:15]=[C:14]([F:16])[C:13](F)=[CH:12][C:11]=1[F:18])(=[O:9])=[O:8].[CH2:31]([N:33]1[C:37]([C@H:38]2[CH2:42][CH2:41][CH2:40][C@@H:39]2[OH:43])=[CH:36][CH:35]=[N:34]1)[CH3:32].[H-].[Na+], predict the reaction product. (3) Given the reactants [CH3:1][C:2]([N:10]1[CH:14]=[C:13]([NH:15][C:16](=[O:22])[CH:17]([NH2:21])[CH2:18][CH2:19][CH3:20])[N:12]=[CH:11]1)([CH3:9])[CH2:3][N:4]1[CH2:8][CH2:7][CH2:6][CH2:5]1.[C:23]1([C:29]2[N:30]=[C:31]([CH2:34][C:35](O)=[O:36])[S:32][CH:33]=2)[CH:28]=[CH:27][CH:26]=[CH:25][CH:24]=1, predict the reaction product. The product is: [CH3:1][C:2]([N:10]1[CH:14]=[C:13]([NH:15][C:16](=[O:22])[CH:17]([NH:21][C:35](=[O:36])[CH2:34][C:31]2[S:32][CH:33]=[C:29]([C:23]3[CH:24]=[CH:25][CH:26]=[CH:27][CH:28]=3)[N:30]=2)[CH2:18][CH2:19][CH3:20])[N:12]=[CH:11]1)([CH3:9])[CH2:3][N:4]1[CH2:8][CH2:7][CH2:6][CH2:5]1.